Predict the product of the given reaction. From a dataset of Forward reaction prediction with 1.9M reactions from USPTO patents (1976-2016). (1) Given the reactants [CH3:1][C:2]1[C:6]([C:7]2[CH:8]=[C:9](I)[C:10]3[N:14]=[C:13]([NH:15][S:16]([CH3:19])(=[O:18])=[O:17])[NH:12][C:11]=3[CH:20]=2)=[C:5]([CH3:22])[O:4][N:3]=1.[CH3:23][C:24]1[C:25](B(O)O)=[C:26]2[C:31](=[CH:32][CH:33]=1)[N:30]=[CH:29][CH:28]=[CH:27]2.N12CCCN=C1CCCCC2.[Cl-].[NH4+], predict the reaction product. The product is: [CH3:1][C:2]1[C:6]([C:7]2[CH:8]=[C:9]([C:25]3[C:24]([CH3:23])=[CH:33][CH:32]=[C:31]4[C:26]=3[CH:27]=[CH:28][CH:29]=[N:30]4)[C:10]3[N:14]=[C:13]([NH:15][S:16]([CH3:19])(=[O:18])=[O:17])[NH:12][C:11]=3[CH:20]=2)=[C:5]([CH3:22])[O:4][N:3]=1. (2) The product is: [CH3:26][O:27][CH:28]=[CH:29][C:30]1[CH:31]=[C:32]2[C:36](=[CH:37][CH:38]=1)[C:35](=[C:3]1[C:4]3[C:9](=[CH:8][CH:7]=[CH:6][CH:5]=3)[NH:1][C:2]1=[O:10])[O:34][CH2:33]2. Given the reactants [NH:1]1[C:9]2[C:4](=[CH:5][CH:6]=[CH:7][CH:8]=2)[CH2:3][C:2]1=[O:10].[Li+].C[Si]([N-][Si](C)(C)C)(C)C.C1COCC1.[CH3:26][O:27][CH:28]=[CH:29][C:30]1[CH:31]=[C:32]2[C:36](=[CH:37][CH:38]=1)[C:35](=O)[O:34][CH2:33]2.Cl, predict the reaction product.